From a dataset of NCI-60 drug combinations with 297,098 pairs across 59 cell lines. Regression. Given two drug SMILES strings and cell line genomic features, predict the synergy score measuring deviation from expected non-interaction effect. (1) Drug 1: CC(C)CN1C=NC2=C1C3=CC=CC=C3N=C2N. Drug 2: CC1C(C(CC(O1)OC2CC(CC3=C2C(=C4C(=C3O)C(=O)C5=CC=CC=C5C4=O)O)(C(=O)C)O)N)O. Cell line: SF-539. Synergy scores: CSS=49.6, Synergy_ZIP=2.63, Synergy_Bliss=2.10, Synergy_Loewe=-3.97, Synergy_HSA=4.90. (2) Drug 1: C1=CC(=C2C(=C1NCCNCCO)C(=O)C3=C(C=CC(=C3C2=O)O)O)NCCNCCO. Drug 2: C1CN(P(=O)(OC1)NCCCl)CCCl. Cell line: OVCAR3. Synergy scores: CSS=26.5, Synergy_ZIP=2.52, Synergy_Bliss=2.35, Synergy_Loewe=-24.5, Synergy_HSA=1.44. (3) Drug 1: C1CCN(CC1)CCOC2=CC=C(C=C2)C(=O)C3=C(SC4=C3C=CC(=C4)O)C5=CC=C(C=C5)O. Drug 2: C1=CC(=CC=C1C#N)C(C2=CC=C(C=C2)C#N)N3C=NC=N3. Cell line: HCC-2998. Synergy scores: CSS=4.60, Synergy_ZIP=7.82, Synergy_Bliss=4.88, Synergy_Loewe=5.71, Synergy_HSA=1.62.